This data is from Catalyst prediction with 721,799 reactions and 888 catalyst types from USPTO. The task is: Predict which catalyst facilitates the given reaction. (1) Reactant: [CH3:1][C:2]1[CH:9]=[CH:8][C:5]([C:6]#[N:7])=[CH:4][C:3]=1[N+:10]([O-:12])=[O:11].[Br:13]N1C(=O)CCC1=O.N(C(C)(C)C#N)=NC(C)(C)C#N.O. Product: [Br:13][CH2:1][C:2]1[CH:9]=[CH:8][C:5]([C:6]#[N:7])=[CH:4][C:3]=1[N+:10]([O-:12])=[O:11]. The catalyst class is: 53. (2) Reactant: [CH2:1]([N:8]1[C:17](=[O:18])[C:16]2[C:11](=[N:12][C:13]([Cl:19])=[N:14][CH:15]=2)[N:10]=[C:9]1[CH:20]([N:26]1[CH:30]=[C:29]([CH2:31][CH2:32][N:33]2C(=O)C3C(=CC=CC=3)C2=O)[N:28]=[C:27]1[C:44]1[CH:49]=[CH:48][C:47]([CH3:50])=[CH:46][CH:45]=1)[CH:21]([CH2:24][CH3:25])[CH2:22][CH3:23])[C:2]1[CH:7]=[CH:6][CH:5]=[CH:4][CH:3]=1.NN. Product: [NH2:33][CH2:32][CH2:31][C:29]1[N:28]=[C:27]([C:44]2[CH:49]=[CH:48][C:47]([CH3:50])=[CH:46][CH:45]=2)[N:26]([CH:20]([C:9]2[N:8]([CH2:1][C:2]3[CH:3]=[CH:4][CH:5]=[CH:6][CH:7]=3)[C:17](=[O:18])[C:16]3[C:11]([N:10]=2)=[N:12][C:13]([Cl:19])=[N:14][CH:15]=3)[CH:21]([CH2:24][CH3:25])[CH2:22][CH3:23])[CH:30]=1. The catalyst class is: 14. (3) Reactant: [NH:1]1[C:9]2[C:4](=[CH:5][CH:6]=[CH:7][CH:8]=2)[C:3]([CH2:10][C@H:11]([NH2:13])[CH3:12])=[CH:2]1.FC(F)(F)S(O[CH2:20][C:21]([F:24])([F:23])[F:22])(=O)=O.CCN(C(C)C)C(C)C. Product: [NH:1]1[C:9]2[C:4](=[CH:5][CH:6]=[CH:7][CH:8]=2)[C:3]([CH2:10][C@H:11]([NH:13][CH2:20][C:21]([F:24])([F:23])[F:22])[CH3:12])=[CH:2]1. The catalyst class is: 12. (4) Reactant: [CH3:1][C:2]1[CH:7]=[CH:6][C:5]([S:8]([NH:11][CH:12]2[CH2:15][CH:14]([O:16][C:17]3[C:22]([C:23]4[CH2:28][CH2:27][N:26]([C:29]([O:31][C:32]([CH3:35])([CH3:34])[CH3:33])=[O:30])[CH2:25][CH:24]=4)=[CH:21][CH:20]=[CH:19][N:18]=3)[CH2:13]2)(=[O:10])=[O:9])=[CH:4][CH:3]=1. Product: [CH3:1][C:2]1[CH:3]=[CH:4][C:5]([S:8]([NH:11][CH:12]2[CH2:15][CH:14]([O:16][C:17]3[C:22]([CH:23]4[CH2:24][CH2:25][N:26]([C:29]([O:31][C:32]([CH3:35])([CH3:34])[CH3:33])=[O:30])[CH2:27][CH2:28]4)=[CH:21][CH:20]=[CH:19][N:18]=3)[CH2:13]2)(=[O:9])=[O:10])=[CH:6][CH:7]=1. The catalyst class is: 19. (5) Reactant: [O:1]1[CH2:6][CH2:5][CH2:4][CH2:3][CH:2]1[N:7]1[C:11]2[CH:12]=[CH:13][C:14]([C:16](=[N:19]O)[CH2:17][CH3:18])=[CH:15][C:10]=2[N:9]=[CH:8]1. Product: [O:1]1[CH2:6][CH2:5][CH2:4][CH2:3][CH:2]1[N:7]1[C:11]2[CH:12]=[CH:13][C:14]([CH:16]([NH2:19])[CH2:17][CH3:18])=[CH:15][C:10]=2[N:9]=[CH:8]1. The catalyst class is: 446.